This data is from Microsomal clearance measurements from AstraZeneca. The task is: Regression/Classification. Given a drug SMILES string, predict its absorption, distribution, metabolism, or excretion properties. Task type varies by dataset: regression for continuous measurements (e.g., permeability, clearance, half-life) or binary classification for categorical outcomes (e.g., BBB penetration, CYP inhibition). For this dataset (clearance_microsome_az), we predict log10(clearance) (log10 of the in vitro intrinsic clearance, CLint, in uL/min per mg of human liver microsomal protein, equivalently mL/min/g; values are censored to the assay range of 3 to 150, which is 0.477 to 2.18 on this log10 scale). (1) The drug is CNc1nc(C)c(-c2nc(Nc3cccc(N4CCCCC4)c3)ncc2C#N)s1. The log10(clearance) is 1.98. (2) The molecule is O=C(O)C[C@H](O)C[C@H](O)/C=C/c1c(C2CC2)nc2ccccc2c1-c1ccc(F)cc1. The log10(clearance) is 0.480. (3) The log10(clearance) is 1.62. The drug is O=C1NC(=O)C(c2cnc3ccccn23)=C1c1cn2c3c(cccc13)CN(C(=O)N1CCOCC1)CC2. (4) The molecule is Cc1c(Sc2ccc(Cl)cc2)c2ccc(Cl)cc2n1CC(=O)O. The log10(clearance) is 0.480. (5) The molecule is Nc1ccc(OCC(=O)O)c(-c2ccccc2)c1. The log10(clearance) is 0.480. (6) The drug is c1cn(-c2ccc(Oc3cc(Oc4ccc5c(c4)OCO5)ncn3)cc2)cn1. The log10(clearance) is 1.11. (7) The compound is Nc1nc(N)c2cc(NCc3ccc(Cl)c(Cl)c3)ccc2n1. The log10(clearance) is 1.54. (8) The drug is O=c1[nH]c2c(O)ccc([C@@H](O)CNCCc3cccc(CN4CCC(c5ccccc5)CC4)c3)c2s1. The log10(clearance) is 1.43. (9) The drug is Cc1ccccc1NC(=O)CCS(=O)(=O)c1ccc(Br)s1. The log10(clearance) is 1.67.